Dataset: Catalyst prediction with 721,799 reactions and 888 catalyst types from USPTO. Task: Predict which catalyst facilitates the given reaction. Reactant: [N+:1]([C:4]1[C:5]([NH2:14])=[N:6][CH:7]=[C:8]([C:10]([F:13])([F:12])[F:11])[CH:9]=1)([O-])=O.[Sn].CN(C=O)C.C([O-])(O)=O.[Na+]. Product: [F:13][C:10]([F:11])([F:12])[C:8]1[CH:9]=[C:4]([NH2:1])[C:5]([NH2:14])=[N:6][CH:7]=1. The catalyst class is: 25.